This data is from Reaction yield outcomes from USPTO patents with 853,638 reactions. The task is: Predict the reaction yield, written as a fraction of the theoretical maximum amount of product (1.0 means a 100% yield; for example, 0.34 means a 34% yield). The reactants are [OH:1][C@H:2]1[CH2:6][CH2:5][CH2:4][C@@H:3]1[NH:7][C:8]1[C:13]([C:14]([O:16]CC)=[O:15])=[CH:12][N:11]=[C:10]([S:19][CH3:20])[N:9]=1.[OH-].[Na+]. The catalyst is C(O)C. The product is [OH:1][C@H:2]1[CH2:6][CH2:5][CH2:4][C@@H:3]1[NH:7][C:8]1[C:13]([C:14]([OH:16])=[O:15])=[CH:12][N:11]=[C:10]([S:19][CH3:20])[N:9]=1. The yield is 0.850.